Dataset: Catalyst prediction with 721,799 reactions and 888 catalyst types from USPTO. Task: Predict which catalyst facilitates the given reaction. (1) Reactant: [CH2:1]([C:4]1[N:5]=[C:6]([C:10]2[CH:15]=[CH:14][CH:13]=[CH:12][CH:11]=2)[O:7][C:8]=1[CH3:9])[CH:2]=[CH2:3].C12BC(CCC1)CCC2.[CH3:25][O:26][C:27](=[O:46])[CH:28]([N:41]1[CH:45]=[CH:44][CH:43]=[CH:42]1)[CH2:29][C:30]1[C:39]2[C:34](=[C:35](Br)[CH:36]=[CH:37][CH:38]=2)[CH:33]=[CH:32][CH:31]=1.ClCCl.C(=O)([O-])[O-].[Cs+].[Cs+].C1([As](C2C=CC=CC=2)C2C=CC=CC=2)C=CC=CC=1.CC([O-])=O.[Na+].OO. Product: [CH3:25][O:26][C:27](=[O:46])[CH:28]([N:41]1[CH:45]=[CH:44][CH:43]=[CH:42]1)[CH2:29][C:30]1[C:39]2[C:34](=[C:35]([CH2:3][CH2:2][CH2:1][C:4]3[N:5]=[C:6]([C:10]4[CH:15]=[CH:14][CH:13]=[CH:12][CH:11]=4)[O:7][C:8]=3[CH3:9])[CH:36]=[CH:37][CH:38]=2)[CH:33]=[CH:32][CH:31]=1. The catalyst class is: 136. (2) Reactant: [Cl:1][C:2]1[CH:8]=[C:7]([O:9][C:10]2[C:19]3[C:14](=[CH:15][C:16]([O:22][CH3:23])=[C:17]([O:20][CH3:21])[CH:18]=3)[N:13]=[CH:12][CH:11]=2)[CH:6]=[CH:5][C:3]=1[NH2:4].C(N(CC)CC)C.ClC(Cl)(O[C:35](=[O:41])OC(Cl)(Cl)Cl)Cl.[NH2:43][C:44]1[S:45][C:46]([C:49]([F:52])([F:51])[F:50])=[N:47][N:48]=1. Product: [Cl:1][C:2]1[CH:8]=[C:7]([O:9][C:10]2[C:19]3[C:14](=[CH:15][C:16]([O:22][CH3:23])=[C:17]([O:20][CH3:21])[CH:18]=3)[N:13]=[CH:12][CH:11]=2)[CH:6]=[CH:5][C:3]=1[NH:4][C:35]([NH:43][C:44]1[S:45][C:46]([C:49]([F:52])([F:51])[F:50])=[N:47][N:48]=1)=[O:41]. The catalyst class is: 146.